Predict the product of the given reaction. From a dataset of Forward reaction prediction with 1.9M reactions from USPTO patents (1976-2016). (1) Given the reactants Cl.[F:2][C:3]1[CH:8]=[CH:7][C:6]([C:9]2[S:17][C:16]3[C:15](=[O:18])[N:14]([CH:19]4[CH2:24][CH2:23][NH:22][CH2:21][CH2:20]4)[C:13](=[O:25])[N:12]([CH2:26][C:27]4[O:31][N:30]=[C:29]([CH2:32][O:33][CH3:34])[N:28]=4)[C:11]=3[CH:10]=2)=[C:5]([O:35][CH3:36])[CH:4]=1.[CH2:37]([O:39][C:40]1[C:49]([O:50][CH3:51])=[CH:48][C:47]2[C:46]([C:52]3[CH:60]=[CH:59][C:55]([C:56](O)=[O:57])=[CH:54][CH:53]=3)=[N:45][C@@H:44]3[CH2:61][CH2:62][S:63][CH2:64][C@@H:43]3[C:42]=2[CH:41]=1)[CH3:38].CN(C(ON1N=NC2C=CC=CC1=2)=[N+](C)C)C.F[P-](F)(F)(F)(F)F.CCN(C(C)C)C(C)C, predict the reaction product. The product is: [CH2:37]([O:39][C:40]1[C:49]([O:50][CH3:51])=[CH:48][C:47]2[C:46]([C:52]3[CH:53]=[CH:54][C:55]([C:56]([N:22]4[CH2:23][CH2:24][CH:19]([N:14]5[C:15](=[O:18])[C:16]6[S:17][C:9]([C:6]7[CH:7]=[CH:8][C:3]([F:2])=[CH:4][C:5]=7[O:35][CH3:36])=[CH:10][C:11]=6[N:12]([CH2:26][C:27]6[O:31][N:30]=[C:29]([CH2:32][O:33][CH3:34])[N:28]=6)[C:13]5=[O:25])[CH2:20][CH2:21]4)=[O:57])=[CH:59][CH:60]=3)=[N:45][C@@H:44]3[CH2:61][CH2:62][S:63][CH2:64][C@@H:43]3[C:42]=2[CH:41]=1)[CH3:38]. (2) Given the reactants [CH3:1][C:2]1[CH:8]=[C:7]([Br:9])[CH:6]=[CH:5][C:3]=1[NH2:4].[CH2:10]([O:12][C:13]([C:15]1([CH2:28][CH:29]=O)[CH2:20][CH2:19][N:18]([C:21]([O:23][C:24]([CH3:27])([CH3:26])[CH3:25])=[O:22])[CH2:17][CH2:16]1)=[O:14])[CH3:11].C(O)(=O)C.[BH-](OC(C)=O)(OC(C)=O)OC(C)=O.[Na+].NC1C=CC=CC=1, predict the reaction product. The product is: [CH2:10]([O:12][C:13]([C:15]1([CH2:28][CH2:29][NH:4][C:3]2[CH:5]=[CH:6][C:7]([Br:9])=[CH:8][C:2]=2[CH3:1])[CH2:20][CH2:19][N:18]([C:21]([O:23][C:24]([CH3:27])([CH3:26])[CH3:25])=[O:22])[CH2:17][CH2:16]1)=[O:14])[CH3:11]. (3) Given the reactants [NH2:1][C:2]1[CH:7]=[C:6]([CH3:8])[N:5]=[C:4]([CH3:9])[C:3]=1[CH:10]=O.C[O-].[Na+].[C:15]1([CH2:21][C:22]#[N:23])[CH:20]=[CH:19][CH:18]=[CH:17][CH:16]=1, predict the reaction product. The product is: [CH3:9][C:4]1[N:5]=[C:6]([CH3:8])[CH:7]=[C:2]2[C:3]=1[CH:10]=[C:21]([C:15]1[CH:20]=[CH:19][CH:18]=[CH:17][CH:16]=1)[C:22]([NH2:23])=[N:1]2. (4) Given the reactants [Al](C)(C)C.C(O[C:8]([C:10]1[C:15]([NH:16][C:17]2[CH:18]=[N:19][CH:20]=[N:21][CH:22]=2)=[CH:14][CH:13]=[C:12]([CH3:23])[N:11]=1)=[O:9])C.[C:24]([SiH2:28][O:29][C:30]([CH3:38])([CH3:37])[C:31]1[N:32]=[C:33]([NH2:36])[S:34][CH:35]=1)([CH3:27])([CH3:26])[CH3:25], predict the reaction product. The product is: [C:24]([SiH2:28][O:29][C:30]([CH3:38])([CH3:37])[C:31]1[N:32]=[C:33]([NH:36][C:8]([C:10]2[C:15]([NH:16][C:17]3[CH:22]=[N:21][CH:20]=[N:19][CH:18]=3)=[CH:14][CH:13]=[C:12]([CH3:23])[N:11]=2)=[O:9])[S:34][CH:35]=1)([CH3:27])([CH3:25])[CH3:26]. (5) Given the reactants C(OC([NH:8][C@:9]([C:18]1[O:22][C:21]([C:23]2[C:29]3[CH:30]=[CH:31][CH:32]=[CH:33][C:28]=3[O:27][C:26]3[CH:34]=[CH:35][CH:36]=[CH:37][C:25]=3[CH:24]=2)=[N:20][N:19]=1)([CH3:17])[CH2:10][C:11]1[CH:16]=[CH:15][CH:14]=[CH:13][CH:12]=1)=O)(C)(C)C.Cl, predict the reaction product. The product is: [NH2:8][C@:9]([C:18]1[O:22][C:21]([C:23]2[C:29]3[CH:30]=[CH:31][CH:32]=[CH:33][C:28]=3[O:27][C:26]3[CH:34]=[CH:35][CH:36]=[CH:37][C:25]=3[CH:24]=2)=[N:20][N:19]=1)([CH3:17])[CH2:10][C:11]1[CH:12]=[CH:13][CH:14]=[CH:15][CH:16]=1. (6) Given the reactants [Br:1][C:2]1[CH:3]=[C:4]2[C:9](=[CH:10][CH:11]=1)[N:8]=[CH:7][C:6]([C:12]([CH:14]1[CH2:16][CH2:15]1)=[O:13])=[C:5]2Cl.[CH3:18][N:19]1[CH2:24][CH2:23][CH2:22][CH:21]([N:25]2[CH:29]=[C:28]([NH2:30])[CH:27]=[N:26]2)[CH2:20]1, predict the reaction product. The product is: [Br:1][C:2]1[CH:3]=[C:4]2[C:9](=[CH:10][CH:11]=1)[N:8]=[CH:7][C:6]([C:12]([CH:14]1[CH2:16][CH2:15]1)=[O:13])=[C:5]2[NH:30][C:28]1[CH:27]=[N:26][N:25]([CH:21]2[CH2:22][CH2:23][CH2:24][N:19]([CH3:18])[CH2:20]2)[CH:29]=1.